From a dataset of Full USPTO retrosynthesis dataset with 1.9M reactions from patents (1976-2016). Predict the reactants needed to synthesize the given product. (1) Given the product [CH3:1][C:2]([C:21]1[CH:26]=[CH:25][CH:24]=[CH:23][CH:22]=1)([CH2:13][CH2:14][CH2:15][CH2:16][C:17]([CH3:18])([CH3:19])[CH3:20])[C:3]([OH:5])=[O:4], predict the reactants needed to synthesize it. The reactants are: [CH3:1][C:2]([C:21]1[CH:26]=[CH:25][CH:24]=[CH:23][CH:22]=1)([CH2:13]/[CH:14]=[CH:15]/[CH2:16][C:17]([CH3:20])([CH3:19])[CH3:18])[C:3]([O:5]CC1C=CC=CC=1)=[O:4]. (2) Given the product [IH:1].[IH:1].[CH:6]1[N:10]2[C:11]3[CH:30]=[CH:29][CH:28]=[CH:27][C:12]=3[CH2:13][CH2:14][C@@H:15]([NH2:16])[C:9]2=[N:8][CH:7]=1, predict the reactants needed to synthesize it. The reactants are: [I:1][Si](C)(C)C.[CH:6]1[N:10]2[C:11]3[CH:30]=[CH:29][CH:28]=[CH:27][C:12]=3[CH2:13][CH2:14][C@@H:15]([NH:16]C(=O)OCC3C=CC=CC=3)[C:9]2=[N:8][CH:7]=1.C(O)C.CCCCCC.C(O)C. (3) Given the product [F:16][C:17]1[CH:22]=[C:21]([N:7]2[C:8]3[C:13](=[CH:12][CH:11]=[CH:10][CH:9]=3)[CH:14]=[C:6]2[C:4]([N:3]([O:2][CH3:1])[CH3:15])=[O:5])[CH:20]=[CH:19][CH:18]=1, predict the reactants needed to synthesize it. The reactants are: [CH3:1][O:2][N:3]([CH3:15])[C:4]([C:6]1[NH:7][C:8]2[C:13]([CH:14]=1)=[CH:12][CH:11]=[CH:10][CH:9]=2)=[O:5].[F:16][C:17]1[CH:18]=[C:19](B(O)O)[CH:20]=[CH:21][CH:22]=1.N1C=CC=CC=1. (4) Given the product [F:1][CH:2]([F:24])[O:3][C:4]1[CH:9]=[CH:8][C:7]([N:10]2[CH:15]=[CH:14][C:13](=[O:16])[C:12]([C:17]3[N:31]([C:25]4[CH:30]=[CH:29][CH:28]=[CH:27][CH:26]=4)[N:20]=[CH:19][CH:18]=3)=[N:11]2)=[CH:6][CH:5]=1, predict the reactants needed to synthesize it. The reactants are: [F:1][CH:2]([F:24])[O:3][C:4]1[CH:9]=[CH:8][C:7]([N:10]2[CH:15]=[CH:14][C:13](=[O:16])[C:12]([C:17](=O)[CH:18]=[CH:19][N:20](C)C)=[N:11]2)=[CH:6][CH:5]=1.[C:25]1([NH:31]N)[CH:30]=[CH:29][CH:28]=[CH:27][CH:26]=1. (5) Given the product [C:1]([C:3](=[CH:13][N:14]([CH3:16])[CH3:15])[C:4]([C:6]1[CH:10]=[CH:9][S:8][CH:7]=1)=[O:5])#[N:2], predict the reactants needed to synthesize it. The reactants are: [C:1]([CH2:3][C:4]([C:6]1[CH:10]=[CH:9][S:8][CH:7]=1)=[O:5])#[N:2].CO[CH:13](OC)[N:14]([CH3:16])[CH3:15]. (6) Given the product [CH3:2][O:3][C:4]([C@H:6]1[CH2:11][CH2:10][CH2:9][CH2:8][C@H:7]1[NH2:12])=[O:5], predict the reactants needed to synthesize it. The reactants are: Cl.[CH3:2][O:3][C:4]([C@H:6]1[CH2:11][CH2:10][CH2:9][CH2:8][C@H:7]1[NH:12]C(OC(C)(C)C)=O)=[O:5].C1(C)C=CC=CC=1.